This data is from Forward reaction prediction with 1.9M reactions from USPTO patents (1976-2016). The task is: Predict the product of the given reaction. The product is: [C:6]1(=[O:9])[CH2:5][CH2:4][CH2:3][CH2:2][C:1](=[O:8])[CH2:7]1. Given the reactants [CH:1]12[O:8][CH:7]1[C:6](=[O:9])[CH2:5][CH2:4][CH2:3][CH2:2]2.C1(P(C2C=CC=CC=2)CCP(C2C=CC=CC=2)C2C=CC=CC=2)C=CC=CC=1, predict the reaction product.